From a dataset of Reaction yield outcomes from USPTO patents with 853,638 reactions. Predict the reaction yield, written as a fraction of the theoretical maximum amount of product (1.0 means a 100% yield; for example, 0.34 means a 34% yield). (1) The reactants are [Br:1][C:2]1[C:3](=[O:27])[N:4]([CH2:18][C:19]2[CH:24]=[CH:23][C:22]([CH2:25]Cl)=[CH:21][CH:20]=2)[CH:5]=[CH:6][C:7]=1[O:8][CH2:9][C:10]1[CH:15]=[CH:14][C:13]([F:16])=[CH:12][C:11]=1[F:17].[CH3:28][NH:29][CH3:30]. The catalyst is C1COCC1. The product is [Br:1][C:2]1[C:3](=[O:27])[N:4]([CH2:18][C:19]2[CH:24]=[CH:23][C:22]([CH2:25][N:29]([CH3:30])[CH3:28])=[CH:21][CH:20]=2)[CH:5]=[CH:6][C:7]=1[O:8][CH2:9][C:10]1[CH:15]=[CH:14][C:13]([F:16])=[CH:12][C:11]=1[F:17]. The yield is 0.460. (2) The reactants are [Cl:1][C:2]1[C:6]([C:7]([F:10])([F:9])[F:8])=[N:5][N:4]([CH3:11])[C:3]=1[C:12]1[CH:13]=[C:14]([NH2:20])[CH:15]=[CH:16][C:17]=1[O:18][CH3:19].[Cl:21][C:22]1[CH:27]=[CH:26][C:25]([N:28]=[C:29]=[O:30])=[CH:24][CH:23]=1. The catalyst is C(Cl)Cl. The product is [Cl:1][C:2]1[C:6]([C:7]([F:10])([F:8])[F:9])=[N:5][N:4]([CH3:11])[C:3]=1[C:12]1[CH:13]=[C:14]([NH:20][C:29]([NH:28][C:25]2[CH:26]=[CH:27][C:22]([Cl:21])=[CH:23][CH:24]=2)=[O:30])[CH:15]=[CH:16][C:17]=1[O:18][CH3:19]. The yield is 0.560. (3) The reactants are [C:1]([N:4]([CH2:13][CH3:14])[NH:5][C:6]([O:8][C:9]([CH3:12])([CH3:11])[CH3:10])=[O:7])(=[S:3])[NH2:2].[CH3:15]I. The catalyst is C(#N)C. The product is [CH2:13]([N:4]([C:1](=[NH:2])[S:3][CH3:15])[NH:5][C:6]([O:8][C:9]([CH3:10])([CH3:12])[CH3:11])=[O:7])[CH3:14]. The yield is 0.940. (4) The reactants are [NH2:1][C:2]1[C:3]2[C:10]([C:11]3[CH:16]=[CH:15][C:14]([O:17][C:18]4[CH:23]=[CH:22][CH:21]=[CH:20][CH:19]=4)=[CH:13][CH:12]=3)=[C:9](Br)[N:8]([C@@H:25]3[CH2:29][CH2:28][N:27]([C:30]([O:32][C:33]([CH3:36])([CH3:35])[CH3:34])=[O:31])[CH2:26]3)[C:4]=2[N:5]=[CH:6][N:7]=1.[CH3:37][C:38]1(C)[C:42](C)(C)OB(C(C)=C)O1.C([O-])([O-])=O.[Na+].[Na+]. The catalyst is O1CCOCC1.C1C=CC([P]([Pd]([P](C2C=CC=CC=2)(C2C=CC=CC=2)C2C=CC=CC=2)([P](C2C=CC=CC=2)(C2C=CC=CC=2)C2C=CC=CC=2)[P](C2C=CC=CC=2)(C2C=CC=CC=2)C2C=CC=CC=2)(C2C=CC=CC=2)C2C=CC=CC=2)=CC=1. The product is [NH2:1][C:2]1[C:3]2[C:10]([C:11]3[CH:16]=[CH:15][C:14]([O:17][C:18]4[CH:23]=[CH:22][CH:21]=[CH:20][CH:19]=4)=[CH:13][CH:12]=3)=[C:9]([C:38]([CH3:42])=[CH2:37])[N:8]([C@@H:25]3[CH2:29][CH2:28][N:27]([C:30]([O:32][C:33]([CH3:36])([CH3:35])[CH3:34])=[O:31])[CH2:26]3)[C:4]=2[N:5]=[CH:6][N:7]=1. The yield is 0.850.